This data is from Forward reaction prediction with 1.9M reactions from USPTO patents (1976-2016). The task is: Predict the product of the given reaction. Given the reactants [N:1]12[CH2:8][CH2:7][CH:4]([CH2:5][CH2:6]1)[CH:3]([C@@H:9]1[C:17](=[O:18])[CH:16]=[C:15]3[CH:19]=[N:20][CH:21]=[CH:22][N:13]4[C:14]3=[C:10]1[CH2:11][NH:12]4)[CH2:2]2.[ClH:23], predict the reaction product. The product is: [ClH:23].[N:1]12[CH2:8][CH2:7][CH:4]([CH2:5][CH2:6]1)[CH:3]([C@@H:9]1[C:17](=[O:18])[CH:16]=[C:15]3[CH:19]=[N:20][CH:21]=[CH:22][N:13]4[C:14]3=[C:10]1[CH2:11][NH:12]4)[CH2:2]2.